Dataset: Forward reaction prediction with 1.9M reactions from USPTO patents (1976-2016). Task: Predict the product of the given reaction. Given the reactants [NH:1]1[CH2:9][CH2:8][NH:7][CH2:6][CH2:5][NH:4][CH2:3][CH2:2]1.Cl[CH2:11][CH2:12][C:13]([OH:15])=[O:14], predict the reaction product. The product is: [C:13]([CH2:12][CH2:11][N:1]1[CH2:9][CH2:8][N:7]([CH2:11][CH2:12][C:13]([OH:15])=[O:14])[CH2:6][CH2:5][N:4]([CH2:11][CH2:12][C:13]([OH:15])=[O:14])[CH2:3][CH2:2]1)([OH:15])=[O:14].